Predict the reactants needed to synthesize the given product. From a dataset of Full USPTO retrosynthesis dataset with 1.9M reactions from patents (1976-2016). (1) Given the product [O:1]=[C:2]1[C:6]2[CH:7]=[CH:8][CH:9]=[CH:10][C:5]=2[S:4][N:3]1[CH2:11][C:12]([OH:14])=[O:13], predict the reactants needed to synthesize it. The reactants are: [O:1]=[C:2]1[C:6]2[CH:7]=[CH:8][CH:9]=[CH:10][C:5]=2[S:4][N:3]1[CH2:11][C:12]([O:14]C)=[O:13]. (2) Given the product [NH2:8][C:7]1[N:6]=[C:5]([CH3:16])[NH:4][C:3](=[O:17])[C:2]=1[OH:1], predict the reactants needed to synthesize it. The reactants are: [OH:1][C:2]1[C:3](=[O:17])[NH:4][C:5]([CH3:16])=[N:6][C:7]=1[N:8]=NC1C=CC=CC=1.[Na]. (3) Given the product [C:1]([N:4]1[C:11]2[CH:12]=[CH:13][CH:14]=[CH:15][C:10]=2[CH:9]=[CH:8][C:7]2[N:16]=[C:17]([C:30]3[CH:35]=[N:34][C:33]([N:36]4[CH2:37][CH2:38][O:39][CH2:40][CH2:41]4)=[CH:32][CH:31]=3)[C:18]([F:20])=[CH:19][C:6]=2[CH2:5]1)(=[O:3])[CH3:2], predict the reactants needed to synthesize it. The reactants are: [C:1]([N:4]1[C:11]2[CH:12]=[CH:13][CH:14]=[CH:15][C:10]=2[CH:9]=[CH:8][C:7]2[N:16]=[C:17](Cl)[C:18]([F:20])=[CH:19][C:6]=2[CH2:5]1)(=[O:3])[CH3:2].CC1(C)C(C)(C)OB([C:30]2[CH:31]=[CH:32][C:33]([N:36]3[CH2:41][CH2:40][O:39][CH2:38][CH2:37]3)=[N:34][CH:35]=2)O1.C(N1C2C=CC=CC=2C=CC2N=C(C3C=NC(OC)=CC=3)C(F)=CC=2C1)(=O)C. (4) Given the product [Cl:31][C:28]1[CH:29]=[CH:30][C:25]([CH2:24][N:9]2[CH:10]=[CH:11][C:7]([NH:6][C:4](=[O:5])[C:3]3[C:12]([F:16])=[CH:13][CH:14]=[CH:15][C:2]=3[F:1])=[N:8]2)=[C:26]([O:32][CH2:33][C:34]2[CH:35]=[CH:36][CH:37]=[CH:38][CH:39]=2)[CH:27]=1, predict the reactants needed to synthesize it. The reactants are: [F:1][C:2]1[CH:15]=[CH:14][CH:13]=[C:12]([F:16])[C:3]=1[C:4]([NH:6][C:7]1[CH:11]=[CH:10][NH:9][N:8]=1)=[O:5].C(=O)([O-])[O-].[K+].[K+].Br[CH2:24][C:25]1[CH:30]=[CH:29][C:28]([Cl:31])=[CH:27][C:26]=1[O:32][CH2:33][C:34]1[CH:39]=[CH:38][CH:37]=[CH:36][CH:35]=1. (5) Given the product [Br:1][C:2]1[CH:3]=[C:4]([S:15](=[O:17])(=[O:16])[NH2:20])[CH:5]=[CH:6][C:7]=1[NH:8][C:9](=[O:14])[C:10]([F:13])([F:12])[F:11], predict the reactants needed to synthesize it. The reactants are: [Br:1][C:2]1[CH:3]=[C:4]([S:15](Cl)(=[O:17])=[O:16])[CH:5]=[CH:6][C:7]=1[NH:8][C:9](=[O:14])[C:10]([F:13])([F:12])[F:11].[OH-].[NH4+:20]. (6) Given the product [CH3:11][O:10][C:7]1[CH:6]=[C:3]2[C:2](=[CH:9][CH:8]=1)[C:19]([CH3:21])([C:18]([F:23])([F:22])[F:17])[O:20][CH2:4]2, predict the reactants needed to synthesize it. The reactants are: Br[C:2]1[CH:9]=[CH:8][C:7]([O:10][CH3:11])=[CH:6][C:3]=1[CH2:4]Cl.C([Li])CCC.[F:17][C:18]([F:23])([F:22])[C:19]([CH3:21])=[O:20].NCC(O)=O.[OH-].[K+]. (7) Given the product [Cl:1][C:2]1[CH:7]=[C:6]([F:8])[CH:5]=[CH:4][C:3]=1[CH:9]1[CH2:14][CH:13]([C:15](=[O:17])[CH2:38][C:37]([O:36][CH2:34][CH3:35])=[O:42])[CH2:12][CH2:11][N:10]1[C:18]([O:20][CH3:21])=[O:19], predict the reactants needed to synthesize it. The reactants are: [Cl:1][C:2]1[CH:7]=[C:6]([F:8])[CH:5]=[CH:4][C:3]=1[CH:9]1[CH2:14][CH:13]([C:15]([OH:17])=O)[CH2:12][CH2:11][N:10]1[C:18]([O:20][CH3:21])=[O:19].N1(C(N2C=CN=C2)=O)C=CN=C1.[CH2:34]([O:36][C:37](=[O:42])[CH2:38]C([O-])=O)[CH3:35].[K+].[Cl-].[Mg+2].[Cl-].Cl.